The task is: Predict which catalyst facilitates the given reaction.. This data is from Catalyst prediction with 721,799 reactions and 888 catalyst types from USPTO. (1) Product: [Br:1][C:2]1[NH:11][C:10](=[O:12])[C:9]([OH:13])=[C:8]2[C:3]=1[CH2:4][CH2:5][N:6]([CH2:16][C:17]1[CH:22]=[CH:21][C:20]([F:23])=[C:19]([Cl:24])[CH:18]=1)[C:7]2=[O:15]. Reactant: [Br:1][C:2]1[NH:11][C:10](=[O:12])[C:9]([O:13]C)=[C:8]2[C:3]=1[CH2:4][CH2:5][N:6]([CH2:16][C:17]1[CH:22]=[CH:21][C:20]([F:23])=[C:19]([Cl:24])[CH:18]=1)[C:7]2=[O:15]. The catalyst class is: 570. (2) Reactant: [CH:1]1([OH:4])[CH2:3][CH2:2]1.[H-].[Na+].F[C:8]1[CH:15]=[C:14]([F:16])[CH:13]=[CH:12][C:9]=1[C:10]#[N:11]. Product: [CH:1]1([O:4][C:8]2[CH:15]=[C:14]([F:16])[CH:13]=[CH:12][C:9]=2[C:10]#[N:11])[CH2:3][CH2:2]1. The catalyst class is: 155. (3) Reactant: I[C:2]1[C:10]2[O:9][CH:8]=[CH:7][C:6]=2[CH:5]=[C:4]([N+:11]([O-:13])=[O:12])[CH:3]=1.[F:14][CH:15]1[CH:20]([OH:21])[CH2:19][CH2:18][N:17]([C:22]([O:24][C:25]([CH3:28])([CH3:27])[CH3:26])=[O:23])[CH2:16]1.N1C2C(=CC=C3C=2N=CC=C3)C=CC=1.C([O-])([O-])=O.[Cs+].[Cs+]. Product: [F:14][C@H:15]1[C@H:20]([O:21][C:2]2[C:10]3[O:9][CH:8]=[CH:7][C:6]=3[CH:5]=[C:4]([N+:11]([O-:13])=[O:12])[CH:3]=2)[CH2:19][CH2:18][N:17]([C:22]([O:24][C:25]([CH3:28])([CH3:27])[CH3:26])=[O:23])[CH2:16]1. The catalyst class is: 432. (4) Reactant: [F:1][C:2]1[CH:3]=[C:4]([C:15]2[CH:20]=[CH:19][CH:18]=[CH:17][C:16]=2[S:21](=[O:24])(=[O:23])[NH2:22])[CH:5]=[CH:6][C:7]=1[NH:8][C:9]([C:11]1([NH2:14])[CH2:13][CH2:12]1)=[O:10].C(N(CC)CC)C.[Cl:32][C:33]1[CH:38]=[CH:37][C:36]([N:39]=[C:40]=[O:41])=[CH:35][CH:34]=1. Product: [F:1][C:2]1[CH:3]=[C:4]([C:15]2[CH:20]=[CH:19][CH:18]=[CH:17][C:16]=2[S:21](=[O:24])(=[O:23])[NH2:22])[CH:5]=[CH:6][C:7]=1[NH:8][C:9]([C:11]1([NH:14][C:40]([NH:39][C:36]2[CH:37]=[CH:38][C:33]([Cl:32])=[CH:34][CH:35]=2)=[O:41])[CH2:13][CH2:12]1)=[O:10]. The catalyst class is: 1. (5) Reactant: [NH2:1][C:2]1[CH:10]=[C:9]([Cl:11])[CH:8]=[C:7]([Cl:12])[C:3]=1[C:4](O)=[O:5].CC[N:15]=C=NCCCN(C)C.Cl.C1C=CC2N(O)N=NC=2C=1.CN1CCOCC1.[NH4+].[OH-]. Product: [NH2:1][C:2]1[CH:10]=[C:9]([Cl:11])[CH:8]=[C:7]([Cl:12])[C:3]=1[C:4]([NH2:15])=[O:5]. The catalyst class is: 1. (6) Reactant: [Cl:1][C:2]1[C:7]([C:8]2[N:12]=[C:11]([C:13]([O:15][CH2:16][CH3:17])=[O:14])[N:10]([CH3:18])[N:9]=2)=[C:6](Cl)[N:5]=[CH:4][N:3]=1.[NH3:20].CCOC(C)=O. Product: [NH2:20][C:6]1[C:7]([C:8]2[N:12]=[C:11]([C:13]([O:15][CH2:16][CH3:17])=[O:14])[N:10]([CH3:18])[N:9]=2)=[C:2]([Cl:1])[N:3]=[CH:4][N:5]=1. The catalyst class is: 1. (7) Reactant: [Br:1][C:2]1[CH:3]=[C:4]([C:8]2[C:9](=[O:23])[N:10]([CH3:22])[C:11](SC)=[N:12][C:13]=2[C:14]2[CH:19]=[CH:18][N:17]=[CH:16][CH:15]=2)[CH:5]=[CH:6][CH:7]=1.[O:24]1CCOCC1.[OH-].[Na+].Cl. Product: [Br:1][C:2]1[CH:3]=[C:4]([C:8]2[C:9](=[O:23])[N:10]([CH3:22])[C:11]([OH:24])=[N:12][C:13]=2[C:14]2[CH:19]=[CH:18][N:17]=[CH:16][CH:15]=2)[CH:5]=[CH:6][CH:7]=1. The catalyst class is: 6.